From a dataset of Forward reaction prediction with 1.9M reactions from USPTO patents (1976-2016). Predict the product of the given reaction. (1) Given the reactants [NH2:1][OH:2].O.[CH3:4][S:5]([C:8]1[CH:9]=[C:10]([S:14](Cl)(=[O:16])=[O:15])[CH:11]=[CH:12][CH:13]=1)(=[O:7])=[O:6].S(Cl)(Cl)(=O)=O, predict the reaction product. The product is: [OH:2][NH:1][S:14]([C:10]1[CH:11]=[CH:12][CH:13]=[C:8]([S:5]([CH3:4])(=[O:7])=[O:6])[CH:9]=1)(=[O:16])=[O:15]. (2) Given the reactants [C:1]([O:5][C:6]([NH:8][C@H:9]([C:27]([O:29][C:30]([CH3:33])([CH3:32])[CH3:31])=[O:28])[CH2:10][C@H:11]([CH2:19][C:20]1[CH:25]=[CH:24][C:23]([OH:26])=[CH:22][CH:21]=1)[C:12]([O:14][C:15]([CH3:18])([CH3:17])[CH3:16])=[O:13])=[O:7])([CH3:4])([CH3:3])[CH3:2].C(=O)([O-])[O-].[K+].[K+].Br[CH2:41][CH2:42][F:43], predict the reaction product. The product is: [C:1]([O:5][C:6]([NH:8][C@H:9]([C:27]([O:29][C:30]([CH3:33])([CH3:32])[CH3:31])=[O:28])[CH2:10][C@H:11]([CH2:19][C:20]1[CH:25]=[CH:24][C:23]([O:26][CH2:41][CH2:42][F:43])=[CH:22][CH:21]=1)[C:12]([O:14][C:15]([CH3:16])([CH3:18])[CH3:17])=[O:13])=[O:7])([CH3:2])([CH3:3])[CH3:4]. (3) Given the reactants [CH:1](=O)[CH:2]([CH3:4])[CH3:3].[C:6]([CH2:8][C:9]([O:11][CH3:12])=[O:10])#[N:7].C([O-])(=O)C.[NH4+].C(O)(=O)C, predict the reaction product. The product is: [CH3:12][O:11][C:9](=[O:10])[C:8]([C:6]#[N:7])=[CH:1][CH:2]([CH3:4])[CH3:3]. (4) Given the reactants [O:1]1[C:13]2[C:12]3[CH2:11][NH:10][CH2:9][CH2:8][C:7]=3[CH:6]=[CH:5][C:4]=2[O:3][CH2:2]1.[CH:14]([O:17][C:18]1[CH:26]=[CH:25][C:24]([S:27]([CH3:30])(=[O:29])=[O:28])=[CH:23][C:19]=1[C:20](O)=[O:21])([CH3:16])[CH3:15], predict the reaction product. The product is: [O:1]1[C:13]2[C:12]3[CH2:11][N:10]([C:20]([C:19]4[CH:23]=[C:24]([S:27]([CH3:30])(=[O:29])=[O:28])[CH:25]=[CH:26][C:18]=4[O:17][CH:14]([CH3:16])[CH3:15])=[O:21])[CH2:9][CH2:8][C:7]=3[CH:6]=[CH:5][C:4]=2[O:3][CH2:2]1. (5) Given the reactants Br[C:2]1[CH:3]=[C:4]([CH2:9][NH:10][C:11]([C:13]2[CH:18]=[CH:17][CH:16]=[C:15]([C:19]([NH:21][CH2:22][C:23]3[C:24]([NH:36][CH:37]4[CH2:42][CH2:41][O:40][CH2:39][CH2:38]4)=[C:25]4[CH:33]=[N:32][N:31]([CH2:34][CH3:35])[C:26]4=[N:27][C:28]=3[CH2:29][CH3:30])=[O:20])[N:14]=2)=[O:12])[CH:5]=[CH:6][C:7]=1[Cl:8].[CH3:43][N:44]1[CH2:49][CH2:48][CH:47]([CH2:50][C:51]2[CH:56]=[CH:55][CH:54]=[C:53](B3OC(C)(C)C(C)(C)O3)[CH:52]=2)[CH2:46][CH2:45]1.C([O-])([O-])=O.[Na+].[Na+], predict the reaction product. The product is: [Cl:8][C:7]1[C:2]([C:55]2[CH:54]=[CH:53][CH:52]=[C:51]([CH2:50][CH:47]3[CH2:48][CH2:49][N:44]([CH3:43])[CH2:45][CH2:46]3)[CH:56]=2)=[CH:3][C:4]([CH2:9][NH:10][C:11]([C:13]2[CH:18]=[CH:17][CH:16]=[C:15]([C:19]([NH:21][CH2:22][C:23]3[C:24]([NH:36][CH:37]4[CH2:42][CH2:41][O:40][CH2:39][CH2:38]4)=[C:25]4[CH:33]=[N:32][N:31]([CH2:34][CH3:35])[C:26]4=[N:27][C:28]=3[CH2:29][CH3:30])=[O:20])[N:14]=2)=[O:12])=[CH:5][CH:6]=1.